This data is from HIV replication inhibition screening data with 41,000+ compounds from the AIDS Antiviral Screen. The task is: Binary Classification. Given a drug SMILES string, predict its activity (active/inactive) in a high-throughput screening assay against a specified biological target. (1) The compound is CCOC(=O)c1cn(C)c2c1C(O)=C(C(=O)OC)CC(=O)N2. The result is 0 (inactive). (2) The molecule is CCCSc1nc(-c2ccc(OC)cc2)c(C#N)c(=O)n1C1OC(COC(C)=O)C(OC(C)=O)C(OC(C)=O)C1OC(C)=O. The result is 0 (inactive). (3) The molecule is Cc1ccsc1C=NNc1cnccn1. The result is 0 (inactive). (4) The molecule is Cc1cc(-c2ccc(Cl)cc2)c(C#N)c(=S)n1C1OC(CO)C(O)C(O)C1O. The result is 0 (inactive). (5) The result is 0 (inactive). The drug is COc1ccc(Nc2ccnc3cc(Cl)ccc23)cc1CCN. (6) The drug is O=C(OC1CN2CCC1CC2)C(c1ccccc1)C1(O)CCCC1. The result is 0 (inactive). (7) The drug is CNC(=S)NN=Cc1cccc(C)n1. The result is 0 (inactive).